This data is from Full USPTO retrosynthesis dataset with 1.9M reactions from patents (1976-2016). The task is: Predict the reactants needed to synthesize the given product. (1) Given the product [CH2:3]([N:6]1[C:10]2=[N:11][CH:12]=[C:13]([C:22]([OH:24])=[O:23])[C:14]([NH:15][CH:16]3[CH2:17][CH2:18][O:19][CH2:20][CH2:21]3)=[C:9]2[CH:8]=[N:7]1)[CH2:4][CH3:5], predict the reactants needed to synthesize it. The reactants are: [OH-].[Na+].[CH2:3]([N:6]1[C:10]2=[N:11][CH:12]=[C:13]([C:22]([O:24]CC)=[O:23])[C:14]([NH:15][CH:16]3[CH2:21][CH2:20][O:19][CH2:18][CH2:17]3)=[C:9]2[CH:8]=[N:7]1)[CH2:4][CH3:5]. (2) Given the product [NH2:1][C:2]([C:4]1[CH:8]=[C:7]([C:9]2[C:10]([F:20])=[CH:11][C:12]([C:16]([OH:19])([CH3:17])[CH3:18])=[CH:13][C:14]=2[F:15])[S:6][C:5]=1[NH:21][C:22]1[N:27]=[C:26]([CH2:28][N:29]2[C:33]([C:34]([NH:44][CH3:42])=[O:36])=[CH:32][N:31]=[N:30]2)[CH:25]=[CH:24][CH:23]=1)=[O:3], predict the reactants needed to synthesize it. The reactants are: [NH2:1][C:2]([C:4]1[CH:8]=[C:7]([C:9]2[C:14]([F:15])=[CH:13][C:12]([C:16]([OH:19])([CH3:18])[CH3:17])=[CH:11][C:10]=2[F:20])[S:6][C:5]=1[NH:21][C:22]1[N:27]=[C:26]([CH2:28][N:29]2[C:33]([C:34]([O-:36])=O)=[CH:32][N:31]=[N:30]2)[CH:25]=[CH:24][CH:23]=1)=[O:3].[K+].C1C=CC2N(O)N=[N:44][C:42]=2C=1.C(Cl)CCl.Cl.CN.CCN(C(C)C)C(C)C. (3) Given the product [Cl:1][C:2]1[CH:3]=[CH:4][C:5]([C:8]2[N:12]([CH2:13][CH:14]([OH:19])[C:15]([F:18])([F:16])[F:17])[C:11](=[O:20])[N:10]([CH2:21][C:54]3[CH:55]=[C:56]([CH:61]=[CH:62][CH:63]=3)[C:57]([O:59][CH3:60])=[O:58])[N:9]=2)=[CH:6][CH:7]=1, predict the reactants needed to synthesize it. The reactants are: [Cl:1][C:2]1[CH:7]=[CH:6][C:5]([C:8]2[N:12]([CH2:13][CH:14]([OH:19])[C:15]([F:18])([F:17])[F:16])[C:11](=[O:20])[N:10]([CH2:21]C3C=CC(C(OC)=O)=CC=3)[N:9]=2)=[CH:4][CH:3]=1.ClC1C=CC(C2N(CC(O)C(F)(F)F)C(=O)NN=2)=CC=1.BrC[C:54]1[CH:55]=[C:56]([CH:61]=[CH:62][CH:63]=1)[C:57]([O:59][CH3:60])=[O:58]. (4) Given the product [CH2:1]([O:3][C@@H:4]([CH2:10][C:11]1[CH:12]=[CH:13][C:14]([OH:17])=[CH:15][CH:16]=1)[C:5]([OH:7])=[O:6])[CH3:2].[CH2:1]([O:3][C@H:4]([CH2:10][C:11]1[CH:12]=[CH:13][C:14]([OH:17])=[CH:15][CH:16]=1)[C:5]([O:7][CH2:8][CH3:9])=[O:6])[CH3:2], predict the reactants needed to synthesize it. The reactants are: [CH2:1]([O:3][CH:4]([CH2:10][C:11]1[CH:16]=[CH:15][C:14]([OH:17])=[CH:13][CH:12]=1)[C:5]([O:7][CH2:8][CH3:9])=[O:6])[CH3:2].P([O-])([O-])([O-])=O.C([O-])(=O)CC(CC([O-])=O)(C([O-])=O)O.P([O-])([O-])([O-])=O. (5) Given the product [Br:8][C:9]1[CH:14]=[CH:13][CH:12]=[C:11]([Br:15])[C:10]=1[I:21], predict the reactants needed to synthesize it. The reactants are: C(NC(C)C)(C)C.[Br:8][C:9]1[CH:14]=[CH:13][CH:12]=[C:11]([Br:15])[CH:10]=1.C([Li])CCC.[I:21]I. (6) Given the product [C:22]([O:21][C:19]([NH:18][CH:6]([C:7]([N:9]1[CH2:13][CH:12]([F:14])[CH2:11][CH:10]1[C:15](=[O:17])[NH2:16])=[O:8])[CH2:5][CH2:4][C:3]([OH:26])=[O:2])=[O:20])([CH3:25])([CH3:23])[CH3:24], predict the reactants needed to synthesize it. The reactants are: C[O:2][C:3](=[O:26])[CH2:4][CH2:5][CH:6]([NH:18][C:19]([O:21][C:22]([CH3:25])([CH3:24])[CH3:23])=[O:20])[C:7]([N:9]1[CH2:13][CH:12]([F:14])[CH2:11][CH:10]1[C:15](=[O:17])[NH2:16])=[O:8].[Li+].[OH-]. (7) Given the product [NH:27]1[C:35]2[C:30](=[CH:31][CH:32]=[CH:33][CH:34]=2)[CH:29]=[C:28]1[C:2]1[N:7]=[C:6]([NH:8][C:9]2[CH:17]=[CH:16][C:12]([C:13]([OH:15])=[O:14])=[CH:11][C:10]=2[O:18][CH3:19])[CH:5]=[N:4][CH:3]=1, predict the reactants needed to synthesize it. The reactants are: Cl[C:2]1[N:7]=[C:6]([NH:8][C:9]2[CH:17]=[CH:16][C:12]([C:13]([OH:15])=[O:14])=[CH:11][C:10]=2[O:18][CH3:19])[CH:5]=[N:4][CH:3]=1.C([N:27]1[C:35]2[C:30](=[CH:31][CH:32]=[CH:33][CH:34]=2)[CH:29]=[C:28]1B(O)O)(OC(C)(C)C)=O.C(=O)(O)[O-].[Na+].